From a dataset of Reaction yield outcomes from USPTO patents with 853,638 reactions. Predict the reaction yield, written as a fraction of the theoretical maximum amount of product (1.0 means a 100% yield; for example, 0.34 means a 34% yield). (1) The reactants are [Cl:1][C:2]1[CH:3]=[CH:4][C:5]([S:8][C:9]2[NH:13][CH:12]=[N:11][C:10]=2[C:14]2[CH:19]=[CH:18][C:17]([C@H:20]3[CH2:22][C@@H:21]3[C:23](O)=[O:24])=[CH:16][CH:15]=2)=[N:6][CH:7]=1.C1C=CC2N(O)N=NC=2C=1.C(Cl)CCl.C[CH2:41][N:42](C(C)C)[CH:43](C)C.CNC. The catalyst is CN(C=O)C.CCOC(C)=O. The product is [Cl:1][C:2]1[CH:3]=[CH:4][C:5]([S:8][C:9]2[NH:13][CH:12]=[N:11][C:10]=2[C:14]2[CH:19]=[CH:18][C:17]([C@H:20]3[CH2:22][C@@H:21]3[C:23]([N:42]([CH3:43])[CH3:41])=[O:24])=[CH:16][CH:15]=2)=[N:6][CH:7]=1. The yield is 0.790. (2) The reactants are [Cl:1][C:2]1[CH:3]=[C:4]([NH:16][C:17]2[C:26]3[C:21](=[CH:22][CH:23]=[CH:24][C:25]=3[O:27][C@H:28]3[CH2:33][CH2:32][CH2:31][N:30](C(OC(C)(C)C)=O)[CH2:29]3)[N:20]=[CH:19][N:18]=2)[CH:5]=[CH:6][C:7]=1[O:8][CH2:9][C:10]1[CH:15]=[CH:14][CH:13]=[CH:12][N:11]=1. The catalyst is C(O)(C(F)(F)F)=O. The product is [Cl:1][C:2]1[CH:3]=[C:4]([NH:16][C:17]2[C:26]3[C:21](=[CH:22][CH:23]=[CH:24][C:25]=3[O:27][C@H:28]3[CH2:33][CH2:32][CH2:31][NH:30][CH2:29]3)[N:20]=[CH:19][N:18]=2)[CH:5]=[CH:6][C:7]=1[O:8][CH2:9][C:10]1[CH:15]=[CH:14][CH:13]=[CH:12][N:11]=1. The yield is 0.990.